From a dataset of Catalyst prediction with 721,799 reactions and 888 catalyst types from USPTO. Predict which catalyst facilitates the given reaction. (1) Reactant: [C:1]([C:5]1[CH:10]=[CH:9][CH:8]=[CH:7][C:6]=1[N:11]1[CH2:16][CH2:15][N:14]([C:17](=[O:33])[C:18]([NH:20][CH2:21][CH2:22][C:23]2[CH:32]=[CH:31][C:26]([C:27]([O:29]C)=[O:28])=[CH:25][CH:24]=2)=[O:19])[CH2:13][CH2:12]1)([CH3:4])([CH3:3])[CH3:2].[Li+].[OH-].[OH-].[Na+].Cl. Product: [C:1]([C:5]1[CH:10]=[CH:9][CH:8]=[CH:7][C:6]=1[N:11]1[CH2:12][CH2:13][N:14]([C:17](=[O:33])[C:18]([NH:20][CH2:21][CH2:22][C:23]2[CH:24]=[CH:25][C:26]([C:27]([OH:29])=[O:28])=[CH:31][CH:32]=2)=[O:19])[CH2:15][CH2:16]1)([CH3:4])([CH3:2])[CH3:3]. The catalyst class is: 83. (2) Reactant: CCC([O-])(C)C.[K+].[C:8]1([CH2:14][C:15]#[N:16])[CH:13]=[CH:12][CH:11]=[CH:10][CH:9]=1.C([O:19][C:20](=O)[C:21]1[CH:26]=[CH:25][N:24]=[C:23]([CH3:27])[CH:22]=1)C. Product: [CH3:27][C:23]1[CH:22]=[C:21]([C:20](=[O:19])[CH:14]([C:8]2[CH:13]=[CH:12][CH:11]=[CH:10][CH:9]=2)[C:15]#[N:16])[CH:26]=[CH:25][N:24]=1. The catalyst class is: 1.